Dataset: Retrosynthesis with 50K atom-mapped reactions and 10 reaction types from USPTO. Task: Predict the reactants needed to synthesize the given product. (1) Given the product O=Cc1ccc2cc[nH]c2c1, predict the reactants needed to synthesize it. The reactants are: OCc1ccc2cc[nH]c2c1. (2) Given the product Cc1cc(C)c(C=C2C(=O)Nc3cccc(-c4ccc(F)cc4)c32)[nH]1, predict the reactants needed to synthesize it. The reactants are: Cc1cc(C)c(C=O)[nH]1.O=C1Cc2c(cccc2-c2ccc(F)cc2)N1. (3) Given the product CC(C)N(Cc1cccc(-c2ccnc(NCCc3ccc(O)c(Cl)c3)n2)c1)C(=O)OC(C)(C)C, predict the reactants needed to synthesize it. The reactants are: CC(C)N(Cc1cccc(-c2ccnc(Cl)n2)c1)C(=O)OC(C)(C)C.NCCc1ccc(O)c(Cl)c1. (4) Given the product COc1cc2[nH]ncc2cc1Nc1ncnc2sc3c(c12)CCC(C(=O)N(C)CCO)C3, predict the reactants needed to synthesize it. The reactants are: CNCCO.COc1cc2[nH]ncc2cc1Nc1ncnc2sc3c(c12)CCC(C(=O)O)C3. (5) The reactants are: CN1CCNCC1.O=C(O)c1cccc(-c2cccc3cc(C(=O)N[C@@H]4CN5CCC4CC5)oc23)c1. Given the product CN1CCN(C(=O)c2cccc(-c3cccc4cc(C(=O)N[C@@H]5CN6CCC5CC6)oc34)c2)CC1, predict the reactants needed to synthesize it. (6) Given the product COc1ccc(Cl)c(-c2ccc(N)nc2N)c1, predict the reactants needed to synthesize it. The reactants are: COc1ccc(Cl)c(B(O)O)c1.Nc1ccc(I)c(N)n1.